This data is from Catalyst prediction with 721,799 reactions and 888 catalyst types from USPTO. The task is: Predict which catalyst facilitates the given reaction. (1) Reactant: Br[CH2:2][CH2:3][CH2:4][CH2:5][CH2:6][CH2:7][CH2:8][CH2:9][CH:10]=[CH2:11].[Mg].C[O:14]C[NH-].[C:17](O)(=O)[CH2:18][CH2:19][CH2:20][CH2:21][CH2:22][CH:23]=[CH2:24]. Product: [CH2:11]=[CH:10][CH2:9][CH2:8][CH2:7][CH2:6][CH2:5][C:4](=[O:14])[CH2:3][CH2:2][CH2:24][CH2:23][CH2:22][CH2:21][CH2:20][CH2:19][CH:18]=[CH2:17]. The catalyst class is: 27. (2) Reactant: C(Cl)(=O)C(Cl)=O.[C:7]([C:11]1[CH:16]=[CH:15][C:14]([S:17]([NH:20][CH2:21][C:22]2[CH:30]=[CH:29][C:25]([C:26](O)=[O:27])=[CH:24][CH:23]=2)(=[O:19])=[O:18])=[CH:13][CH:12]=1)([CH3:10])([CH3:9])[CH3:8].[F:31][C:32]1[C:37]([NH2:38])=[CH:36][CH:35]=[CH:34][N:33]=1. Product: [C:7]([C:11]1[CH:12]=[CH:13][C:14]([S:17]([NH:20][CH2:21][C:22]2[CH:23]=[CH:24][C:25]([C:26]([NH:38][C:37]3[C:32]([F:31])=[N:33][CH:34]=[CH:35][CH:36]=3)=[O:27])=[CH:29][CH:30]=2)(=[O:19])=[O:18])=[CH:15][CH:16]=1)([CH3:10])([CH3:9])[CH3:8]. The catalyst class is: 198.